Dataset: Catalyst prediction with 721,799 reactions and 888 catalyst types from USPTO. Task: Predict which catalyst facilitates the given reaction. (1) Reactant: [F:1][C:2]1[CH:7]=[CH:6][C:5]([S:8]([CH:11]2[CH2:16][CH2:15][CH2:14][N:13](C(OC(C)(C)C)=O)[CH2:12]2)(=[O:10])=[O:9])=[CH:4][CH:3]=1.Cl.[CH3:25][C:26]1[CH:27]=[CH:28][C:29]([S:32]([OH:35])(=[O:34])=[O:33])=[CH:30][CH:31]=1. Product: [S:32]([C:29]1[CH:30]=[CH:31][C:26]([CH3:25])=[CH:27][CH:28]=1)([OH:35])(=[O:34])=[O:33].[F:1][C:2]1[CH:3]=[CH:4][C:5]([S:8]([CH:11]2[CH2:16][CH2:15][CH2:14][NH:13][CH2:12]2)(=[O:9])=[O:10])=[CH:6][CH:7]=1. The catalyst class is: 5. (2) Reactant: [C:1]([O:5][C:6]([N:8]1[CH2:13][CH2:12][CH:11]([C:14]2[CH:19]=[CH:18][CH:17]=[CH:16][C:15]=2[S:20][Si](C(C)C)(C(C)C)C(C)C)[CH2:10][CH2:9]1)=[O:7])([CH3:4])([CH3:3])[CH3:2].I[C:32]1[CH:37]=[CH:36][C:35]([C:38]([F:41])([F:40])[F:39])=[CH:34][CH:33]=1.CC(C)([O-])C.[K+].[F-].C([N+](CCCC)(CCCC)CCCC)CCC. Product: [C:1]([O:5][C:6]([N:8]1[CH2:13][CH2:12][CH:11]([C:14]2[CH:19]=[CH:18][CH:17]=[CH:16][C:15]=2[S:20][C:32]2[CH:37]=[CH:36][C:35]([C:38]([F:41])([F:40])[F:39])=[CH:34][CH:33]=2)[CH2:10][CH2:9]1)=[O:7])([CH3:2])([CH3:3])[CH3:4]. The catalyst class is: 644. (3) Reactant: [NH2:1][C@H:2]([C:10]([OH:12])=[O:11])[CH2:3][CH2:4][CH2:5][NH:6][C:7](=[NH:9])[NH2:8].[C:13](Cl)(=[O:25])[CH2:14][CH2:15][CH2:16][CH2:17][CH2:18][CH2:19][CH2:20][CH2:21][CH2:22][CH2:23][CH3:24].[OH-].[Na+].S(=O)(=O)(O)O. Product: [C:13]([NH:1][C@H:2]([C:10]([OH:12])=[O:11])[CH2:3][CH2:4][CH2:5][NH:6][C:7](=[NH:8])[NH2:9])(=[O:25])[CH2:14][CH2:15][CH2:16][CH2:17][CH2:18][CH2:19][CH2:20][CH2:21][CH2:22][CH2:23][CH3:24]. The catalyst class is: 283. (4) Reactant: [CH3:1][S:2][C:3]1[N:4]=[C:5]([NH:14][C:15]2[CH:20]=[CH:19][CH:18]=[C:17]([C:21]([F:24])([F:23])[F:22])[CH:16]=2)[C:6]2[C:12](=[O:13])[NH:11][CH:10]=[CH:9][C:7]=2[N:8]=1.[Br:25]N1C(=O)CCC1=O. Product: [Br:25][C:9]1[C:7]2[N:8]=[C:3]([S:2][CH3:1])[N:4]=[C:5]([NH:14][C:15]3[CH:20]=[CH:19][CH:18]=[C:17]([C:21]([F:22])([F:24])[F:23])[CH:16]=3)[C:6]=2[C:12](=[O:13])[NH:11][CH:10]=1. The catalyst class is: 3. (5) Reactant: N[CH:2]1[CH2:7][CH2:6][N:5]([C:8]([O:10][CH2:11][CH3:12])=[O:9])[CH2:4][CH2:3]1.C([N:15](CC)CC)C.[C:20]([S:24](Cl)=[O:25])([CH3:23])([CH3:22])[CH3:21]. Product: [C:20]([S:24]([CH:2]1[CH2:7][CH2:6][N:5]([C:8]([O:10][CH2:11][CH3:12])=[O:9])[CH:4]([NH2:15])[CH2:3]1)=[O:25])([CH3:23])([CH3:22])[CH3:21]. The catalyst class is: 4. (6) Reactant: [F:1][C:2]1[CH:7]=[CH:6][C:5]([C:8]2[C:9]([C:21]3[CH:26]=[CH:25][CH:24]=[CH:23][CH:22]=3)=[C:10]([C:18](O)=[O:19])[N:11]([CH:15]([CH3:17])[CH3:16])[C:12]=2[CH:13]=[O:14])=[CH:4][CH:3]=1.[S:27]([C:31]1[CH:32]=[C:33]([CH:35]=[CH:36][CH:37]=1)[NH2:34])(=[O:30])(=[O:29])[NH2:28].C(N(CC)CC)C. Product: [S:27]([C:31]1[CH:32]=[C:33]([NH:34][C:18]([C:10]2[N:11]([CH:15]([CH3:16])[CH3:17])[C:12]([CH:13]=[O:14])=[C:8]([C:5]3[CH:6]=[CH:7][C:2]([F:1])=[CH:3][CH:4]=3)[C:9]=2[C:21]2[CH:22]=[CH:23][CH:24]=[CH:25][CH:26]=2)=[O:19])[CH:35]=[CH:36][CH:37]=1)(=[O:29])(=[O:30])[NH2:28]. The catalyst class is: 309. (7) Reactant: CN(C)C=O.Br[CH2:7][C:8]([O:10][C:11]([CH3:14])([CH3:13])[CH3:12])=[O:9].C(N(CC)CC)C.Cl.[CH2:23]([O:30][C:31](=[O:37])[C@@H:32]([NH:34][CH2:35][CH3:36])[CH3:33])[C:24]1[CH:29]=[CH:28][CH:27]=[CH:26][CH:25]=1. Product: [CH2:23]([O:30][C:31](=[O:37])[C@@H:32]([N:34]([CH2:7][C:8]([O:10][C:11]([CH3:14])([CH3:13])[CH3:12])=[O:9])[CH2:35][CH3:36])[CH3:33])[C:24]1[CH:29]=[CH:28][CH:27]=[CH:26][CH:25]=1. The catalyst class is: 84. (8) Reactant: [CH3:1][O:2][C:3]1[CH:4]=[C:5]2[C:10](=[CH:11][C:12]=1[O:13][CH3:14])[N:9]=[CH:8][C:7]([N+:15]([O-])=O)=[C:6]2[O:18][C:19]1[CH:20]=[C:21]2[C:26](=[CH:27][CH:28]=1)[C:25]([C:29]([OH:31])=[O:30])=[CH:24][CH:23]=[CH:22]2.[OH-].[Na+]. Product: [NH2:15][C:7]1[CH:8]=[N:9][C:10]2[C:5]([C:6]=1[O:18][C:19]1[CH:20]=[C:21]3[C:26](=[CH:27][CH:28]=1)[C:25]([C:29]([OH:31])=[O:30])=[CH:24][CH:23]=[CH:22]3)=[CH:4][C:3]([O:2][CH3:1])=[C:12]([O:13][CH3:14])[CH:11]=2. The catalyst class is: 19. (9) Reactant: [CH3:1][C:2]([CH3:10])([CH:5]([OH:9])[CH:6]([CH3:8])[CH3:7])[CH2:3][OH:4].[OH-].[Na+].[CH2:13](Cl)[C:14](=[CH2:16])[CH3:15]. Product: [CH3:15][C:14](=[CH2:13])[CH2:16][O:4][CH2:3][C:2]([CH3:10])([CH3:1])[CH:5]([OH:9])[CH:6]([CH3:8])[CH3:7]. The catalyst class is: 689. (10) Reactant: [Cl:1][C:2]1[CH:7]=[C:6]([Cl:8])[CH:5]=[CH:4][C:3]=1[C:9]([CH:11]([C:13]1[CH:18]=[CH:17][C:16]([Cl:19])=[CH:15][C:14]=1[Cl:20])[OH:12])=O.C=O.[CH:23]([NH2:25])=O. Product: [Cl:1][C:2]1[CH:7]=[C:6]([Cl:8])[CH:5]=[CH:4][C:3]=1[C:9]1[N:25]=[CH:23][O:12][C:11]=1[C:13]1[CH:18]=[CH:17][C:16]([Cl:19])=[CH:15][C:14]=1[Cl:20]. The catalyst class is: 6.